From a dataset of Reaction yield outcomes from USPTO patents with 853,638 reactions. Predict the reaction yield, written as a fraction of the theoretical maximum amount of product (1.0 means a 100% yield; for example, 0.34 means a 34% yield). (1) The reactants are [CH2:1]([N:3]([CH2:37][CH3:38])[CH2:4][CH2:5][CH2:6][NH:7][C:8]1[N:9]=[C:10]([C:27]2[CH:28]=[C:29]([CH:33]=[CH:34][C:35]=2[CH3:36])[C:30]([OH:32])=O)[C:11]2[CH:17]=[CH:16][C:15](=[O:18])[N:14]([C:19]3[C:24]([F:25])=[CH:23][CH:22]=[CH:21][C:20]=3[F:26])[C:12]=2[N:13]=1)[CH3:2].CN(C(ON1N=NC2C=CC=CC1=2)=[N+](C)C)C.F[P-](F)(F)(F)(F)F.[C:63]([NH2:67])([CH3:66])([CH3:65])[CH3:64]. The catalyst is C(Cl)Cl. The product is [CH2:37]([N:3]([CH2:1][CH3:2])[CH2:4][CH2:5][CH2:6][NH:7][C:8]1[N:9]=[C:10]([C:27]2[CH:28]=[C:29]([CH:33]=[CH:34][C:35]=2[CH3:36])[C:30]([NH:67][C:63]([CH3:66])([CH3:65])[CH3:64])=[O:32])[C:11]2[CH:17]=[CH:16][C:15](=[O:18])[N:14]([C:19]3[C:20]([F:26])=[CH:21][CH:22]=[CH:23][C:24]=3[F:25])[C:12]=2[N:13]=1)[CH3:38]. The yield is 0.880. (2) The reactants are [F:1][C:2]1[CH:7]=[CH:6][C:5]([C:8]([F:11])([F:10])[F:9])=[CH:4][C:3]=1[OH:12].C(N(C(C)C)CC)(C)C.[CH3:22][O:23][CH2:24]Cl.O. The catalyst is ClCCl. The product is [F:1][C:2]1[CH:7]=[CH:6][C:5]([C:8]([F:10])([F:11])[F:9])=[CH:4][C:3]=1[O:12][CH2:22][O:23][CH3:24]. The yield is 1.00.